From a dataset of Forward reaction prediction with 1.9M reactions from USPTO patents (1976-2016). Predict the product of the given reaction. (1) Given the reactants [C:1]1([NH:7][C:8]2[C:12]([C:13]([NH2:15])=[O:14])=[CH:11][NH:10][N:9]=2)[CH:6]=[CH:5][CH:4]=[CH:3][CH:2]=1.[F:16][C:17]([F:23])([F:22])[CH:18]=[CH:19][C:20]#[N:21].C1CCN2C(=NCCC2)CC1, predict the reaction product. The product is: [C:20]([CH2:19][CH:18]([N:10]1[CH:11]=[C:12]([C:13]([NH2:15])=[O:14])[C:8]([NH:7][C:1]2[CH:2]=[CH:3][CH:4]=[CH:5][CH:6]=2)=[N:9]1)[C:17]([F:23])([F:22])[F:16])#[N:21]. (2) Given the reactants [F:1][C:2]([F:10])([F:9])[C:3](=O)[CH2:4][C:5](=O)[CH3:6].[CH3:11][O:12][C:13]1[CH:18]=[CH:17][C:16]([NH:19][NH2:20])=[CH:15][CH:14]=1.Cl, predict the reaction product. The product is: [F:1][C:2]([F:10])([F:9])[C:3]1[CH:4]=[C:5]([CH3:6])[N:19]([C:16]2[CH:17]=[CH:18][C:13]([O:12][CH3:11])=[CH:14][CH:15]=2)[N:20]=1.